Predict which catalyst facilitates the given reaction. From a dataset of Catalyst prediction with 721,799 reactions and 888 catalyst types from USPTO. (1) Reactant: [Br:1][C:2]1[CH:3]=[CH:4][C:5]([F:16])=[C:6]2[C:11]=1[N:10]=[C:9]([CH:12]=[CH:13]OC)[CH:8]=[CH:7]2.BrN1C(=O)CCC1=O.[CH3:25][O:26][CH2:27][CH2:28][O:29][C:30]1[CH:35]=[CH:34][N:33]=[C:32]([NH2:36])[CH:31]=1. Product: [Br:1][C:2]1[CH:3]=[CH:4][C:5]([F:16])=[C:6]2[C:11]=1[N:10]=[C:9]([C:12]1[N:33]3[CH:34]=[CH:35][C:30]([O:29][CH2:28][CH2:27][O:26][CH3:25])=[CH:31][C:32]3=[N:36][CH:13]=1)[CH:8]=[CH:7]2. The catalyst class is: 20. (2) Reactant: CC(OC(C1SC(N[C:26]([NH:28][CH2:29][CH2:30][CH2:31][CH2:32][CH2:33][CH2:34][CH2:35][CH3:36])=[O:27])=C(C(OC(C)(C)C)=O)C=1C)=O)CCCCCC. Product: [CH2:29]([N:28]=[C:26]=[O:27])[CH2:30][CH2:31][CH2:32][CH2:33][CH2:34][CH2:35][CH3:36]. The catalyst class is: 25. (3) Reactant: [C:1]([O:5][C:6]([N:8]1[CH2:13][CH:12]=[C:11]([C:14]2[CH:19]=[C:18]([F:20])[CH:17]=[CH:16][C:15]=2[O:21][CH3:22])[CH2:10][CH2:9]1)=[O:7])([CH3:4])([CH3:3])[CH3:2]. Product: [C:1]([O:5][C:6]([N:8]1[CH2:9][CH2:10][CH:11]([C:14]2[CH:19]=[C:18]([F:20])[CH:17]=[CH:16][C:15]=2[O:21][CH3:22])[CH2:12][CH2:13]1)=[O:7])([CH3:4])([CH3:3])[CH3:2]. The catalyst class is: 19. (4) Reactant: [CH3:1][O:2][CH2:3][CH2:4][O:5][C:6]1[CH:11]=[CH:10][C:9]([N+:12]([O-])=O)=[CH:8][CH:7]=1. Product: [CH3:1][O:2][CH2:3][CH2:4][O:5][C:6]1[CH:11]=[CH:10][C:9]([NH2:12])=[CH:8][CH:7]=1. The catalyst class is: 50. (5) Reactant: [NH2:1][C@H:2]([C:10]([OH:12])=[O:11])[CH2:3][CH2:4][CH2:5][NH:6][C:7]([NH2:9])=[O:8].[CH:13]1([C:19](Cl)=[O:20])[CH2:18][CH2:17][CH2:16][CH2:15][CH2:14]1.Cl. Product: [CH:13]1([C:19]([NH:1][C@H:2]([C:10]([OH:12])=[O:11])[CH2:3][CH2:4][CH2:5][NH:6][C:7]([NH2:9])=[O:8])=[O:20])[CH2:18][CH2:17][CH2:16][CH2:15][CH2:14]1. The catalyst class is: 74. (6) Reactant: [CH2:1]([C:8]1[CH:13]=[CH:12][N:11]=[C:10]([O:14][CH3:15])[C:9]=1[NH:16]C(=O)OC(C)(C)C)[C:2]1[CH:7]=[CH:6][CH:5]=[CH:4][CH:3]=1.Cl.C(OCC)(=O)C.C(OC(C)C)(C)C. Product: [CH2:1]([C:8]1[CH:13]=[CH:12][N:11]=[C:10]([O:14][CH3:15])[C:9]=1[NH2:16])[C:2]1[CH:3]=[CH:4][CH:5]=[CH:6][CH:7]=1. The catalyst class is: 13.